This data is from Reaction yield outcomes from USPTO patents with 853,638 reactions. The task is: Predict the reaction yield, written as a fraction of the theoretical maximum amount of product (1.0 means a 100% yield; for example, 0.34 means a 34% yield). (1) The reactants are [NH2:1][C@@H:2]1[CH2:7][CH2:6][C@H:5]([NH:8][C:9]2[N:18]=[C:17]([N:19]([CH3:21])[CH3:20])[C:16]3[C:11](=[CH:12][CH:13]=[CH:14][CH:15]=3)[N:10]=2)[CH2:4][CH2:3]1.[Br:22][CH2:23][C:24](Br)=[O:25]. The catalyst is C(Cl)Cl. The product is [Br:22][CH2:23][C:24]([NH:1][C@H:2]1[CH2:3][CH2:4][C@@H:5]([NH:8][C:9]2[N:18]=[C:17]([N:19]([CH3:21])[CH3:20])[C:16]3[C:11](=[CH:12][CH:13]=[CH:14][CH:15]=3)[N:10]=2)[CH2:6][CH2:7]1)=[O:25]. The yield is 0.670. (2) The reactants are [F:1][C:2]1[C:3]([C:18](=O)[C:19]2[CH:24]=[CH:23][C:22]([F:25])=[CH:21][CH:20]=2)=[C:4]([NH:9][C:10]([NH:12][CH2:13][C:14]([F:17])([F:16])[F:15])=[O:11])[CH:5]=[CH:6][C:7]=1[F:8].F[C:28]1C(F)=CC=C2[C:29]=1C(C1C=CC(F)=CC=1)(O)N(CC(F)(F)F)C(=O)N2.C(N(CC)CC)C.S(Cl)(Cl)=O.C([Mg]Br)C. The catalyst is C1COCC1. The product is [CH2:28]([C:18]1([C:19]2[CH:24]=[CH:23][C:22]([F:25])=[CH:21][CH:20]=2)[C:3]2[C:4](=[CH:5][CH:6]=[C:7]([F:8])[C:2]=2[F:1])[NH:9][C:10](=[O:11])[N:12]1[CH2:13][C:14]([F:17])([F:16])[F:15])[CH3:29]. The yield is 0.630. (3) The reactants are C[O:2][C:3](=[O:24])/[CH:4]=[CH:5]/[C:6]#[C:7][C:8]1[CH:13]=[CH:12][CH:11]=[C:10]([S:14](=[O:23])(=[O:22])[NH:15][C:16]2[CH:21]=[CH:20][CH:19]=[CH:18][CH:17]=2)[CH:9]=1.[OH-].[Na+]. The catalyst is CO. The product is [C:16]1([NH:15][S:14]([C:10]2[CH:9]=[C:8]([C:7]#[C:6]/[CH:5]=[CH:4]/[C:3]([OH:24])=[O:2])[CH:13]=[CH:12][CH:11]=2)(=[O:23])=[O:22])[CH:17]=[CH:18][CH:19]=[CH:20][CH:21]=1. The yield is 0.950. (4) The reactants are CCN(C(C)C)C(C)C.Cl.[NH2:11][CH2:12][C:13]([N:15]1[CH2:20][CH2:19][N:18]([C:21](=[O:32])[C:22]2[CH:27]=[CH:26][CH:25]=[CH:24][C:23]=2[C:28]([F:31])([F:30])[F:29])[CH2:17][CH2:16]1)=[O:14].C1C=CC2N(O)N=NC=2C=1.CCN=C=NCCCN(C)C.[OH:54][C:55]1[CH:63]=[CH:62][C:58]([C:59](O)=[O:60])=[CH:57][N:56]=1. The catalyst is CN(C=O)C.O. The product is [OH:54][C:55]1[CH:63]=[CH:62][C:58]([C:59]([NH:11][CH2:12][C:13](=[O:14])[N:15]2[CH2:16][CH2:17][N:18]([C:21](=[O:32])[C:22]3[CH:27]=[CH:26][CH:25]=[CH:24][C:23]=3[C:28]([F:31])([F:29])[F:30])[CH2:19][CH2:20]2)=[O:60])=[CH:57][N:56]=1. The yield is 0.246. (5) The reactants are [N:1]1[C:9]([NH2:10])=[C:8]2[C:4]([N:5]=[CH:6][NH:7]2)=[N:3][CH:2]=1.C([O-])([O-])=O.[Cs+].[Cs+].[C:17]([O:20][CH2:21][CH2:22]Br)([CH3:19])=[O:18].CC(O)=O. The catalyst is CN(C=O)C. The product is [NH2:10][C:9]1[N:1]=[CH:2][N:3]=[C:4]2[C:8]=1[N:7]=[CH:6][N:5]2[CH2:22][CH2:21][O:20][C:17](=[O:18])[CH3:19]. The yield is 0.670. (6) The reactants are [CH:1]1([CH2:6][CH:7]([N:11]2[C:16](=[O:17])[CH:15]=[C:14]([O:18][C:19]3[CH:28]=[CH:27][CH:26]=[C:25]4[C:20]=3[CH:21]=[CH:22][CH:23]=[N:24]4)[CH:13]=[N:12]2)[C:8]([OH:10])=O)[CH2:5][CH2:4][CH2:3][CH2:2]1.[NH2:29][C:30]1[CH:34]=[CH:33][N:32]([CH2:35][C:36]([CH3:39])([OH:38])[CH3:37])[N:31]=1. No catalyst specified. The product is [CH:1]1([CH2:6][CH:7]([N:11]2[C:16](=[O:17])[CH:15]=[C:14]([O:18][C:19]3[CH:28]=[CH:27][CH:26]=[C:25]4[C:20]=3[CH:21]=[CH:22][CH:23]=[N:24]4)[CH:13]=[N:12]2)[C:8]([NH:29][C:30]2[CH:34]=[CH:33][N:32]([CH2:35][C:36]([OH:38])([CH3:37])[CH3:39])[N:31]=2)=[O:10])[CH2:5][CH2:4][CH2:3][CH2:2]1. The yield is 0.590. (7) The reactants are C(=O)([O-])[O-].[K+].[K+].C1OCCOCCOCCOCCOCCOC1.[Cl:25][C:26]1[CH:31]=[C:30]([NH:32][C:33]2[C:42]3[C:37](=[CH:38][CH:39]=[CH:40][C:41]=3[O:43][CH2:44][CH2:45][N:46]([CH3:48])[CH3:47])[N:36]=[CH:35][N:34]=2)[CH:29]=[CH:28][C:27]=1[OH:49].Cl.Cl[CH2:52][C:53]1[N:54]=[CH:55][S:56][CH:57]=1. The catalyst is CC(N(C)C)=O. The product is [Cl:25][C:26]1[CH:31]=[C:30]([NH:32][C:33]2[C:42]3[C:37](=[CH:38][CH:39]=[CH:40][C:41]=3[O:43][CH2:44][CH2:45][N:46]([CH3:47])[CH3:48])[N:36]=[CH:35][N:34]=2)[CH:29]=[CH:28][C:27]=1[O:49][CH2:52][C:53]1[N:54]=[CH:55][S:56][CH:57]=1. The yield is 0.710. (8) The reactants are [NH2:1][C:2]1[CH:7]=[CH:6][C:5]([C:8]2[N:13]=[C:12]([N:14]3[CH2:19][CH2:18][O:17][CH2:16][CH2:15]3)[N:11]=[C:10]([C:20]3[CH:25]=[CH:24][C:23]([NH:26][C:27]([NH:29][CH3:30])=[O:28])=[CH:22][CH:21]=3)[N:9]=2)=[CH:4][CH:3]=1.[N:31]1[CH:36]=[CH:35][C:34]([NH:37][C:38](=[O:46])OC2C=CC=CC=2)=[CH:33][CH:32]=1. No catalyst specified. The product is [CH3:30][NH:29][C:27]([NH:26][C:23]1[CH:22]=[CH:21][C:20]([C:10]2[N:11]=[C:12]([N:14]3[CH2:15][CH2:16][O:17][CH2:18][CH2:19]3)[N:13]=[C:8]([C:5]3[CH:4]=[CH:3][C:2]([NH:1][C:38](=[O:46])[NH:37][C:34]4[CH:33]=[CH:32][N:31]=[CH:36][CH:35]=4)=[CH:7][CH:6]=3)[N:9]=2)=[CH:25][CH:24]=1)=[O:28]. The yield is 0.0390.